This data is from Full USPTO retrosynthesis dataset with 1.9M reactions from patents (1976-2016). The task is: Predict the reactants needed to synthesize the given product. (1) Given the product [C:1]([O:5][C:6]([N:8]1[CH2:12][C@@H:11]([CH3:13])[CH2:10][C@@H:9]1[CH2:14][OH:15])=[O:7])([CH3:3])([CH3:4])[CH3:2], predict the reactants needed to synthesize it. The reactants are: [C:1]([O:5][C:6]([N:8]1[CH2:12][C@@H:11]([CH3:13])[CH2:10][C@@H:9]1[C:14](OC)=[O:15])=[O:7])([CH3:4])([CH3:3])[CH3:2].[BH4-].[Li+]. (2) Given the product [CH3:19][N:20]([CH3:24])[CH2:21][CH2:22][O:11][C:3]1[CH:4]=[CH:5][C:6]([N+:8]([O-:10])=[O:9])=[CH:7][C:2]=1[NH2:1], predict the reactants needed to synthesize it. The reactants are: [NH2:1][C:2]1[CH:7]=[C:6]([N+:8]([O-:10])=[O:9])[CH:5]=[CH:4][C:3]=1[OH:11].Cl.C(=O)([O-])[O-].[Cs+].[Cs+].[CH3:19][N:20]([CH3:24])[CH2:21][CH2:22]Cl. (3) Given the product [CH2:1]([N:8]1[C:12]([CH2:13][C:14]2[C:19]([CH2:20][CH3:21])=[N:27][N:26]([CH2:23][CH2:24][CH3:25])[C:15]=2[CH2:16][CH3:17])=[CH:11][N:10]=[CH:9]1)[C:2]1[CH:7]=[CH:6][CH:5]=[CH:4][CH:3]=1, predict the reactants needed to synthesize it. The reactants are: [CH2:1]([N:8]1[C:12]([CH2:13][CH:14]([C:19](=O)[CH2:20][CH3:21])[C:15](=O)[CH2:16][CH3:17])=[CH:11][N:10]=[CH:9]1)[C:2]1[CH:7]=[CH:6][CH:5]=[CH:4][CH:3]=1.[CH2:23]([NH:26][NH2:27])[CH2:24][CH3:25]. (4) Given the product [CH:13]1[CH:12]=[CH:11][CH:10]=[C:9]2[C:14]=1[CH:15]=[C:7]1[CH2:6][CH2:5][CH:4]([NH2:1])[CH2:16][N:8]12, predict the reactants needed to synthesize it. The reactants are: [N:1]([CH:4]1[CH2:16][N:8]2[C:9]3[C:14]([CH:15]=[C:7]2[CH2:6][CH2:5]1)=[CH:13][CH:12]=[CH:11][CH:10]=3)=[N+]=[N-]. (5) Given the product [Cl:38][C:22]1[CH:21]=[C:20]([N:15]2[CH2:14][CH2:13][C:12]3[C:17](=[CH:18][C:9]([F:8])=[CH:10][CH:11]=3)[CH2:16]2)[CH:25]=[C:24]([C:26]([F:29])([F:28])[F:27])[C:23]=1[NH:30][C:31](=[O:37])[CH2:32][C:33]([CH3:35])([CH3:34])[CH3:36], predict the reactants needed to synthesize it. The reactants are: CC(C)([O-])C.[K+].Cl.[F:8][C:9]1[CH:18]=[C:17]2[C:12]([CH2:13][CH2:14][NH:15][CH2:16]2)=[CH:11][CH:10]=1.Br[C:20]1[CH:25]=[C:24]([C:26]([F:29])([F:28])[F:27])[C:23]([NH:30][C:31](=[O:37])[CH2:32][C:33]([CH3:36])([CH3:35])[CH3:34])=[C:22]([Cl:38])[CH:21]=1.